This data is from Forward reaction prediction with 1.9M reactions from USPTO patents (1976-2016). The task is: Predict the product of the given reaction. Given the reactants [I:1][C:2]1[CH:9]=[CH:8][C:5]([CH2:6]Br)=[CH:4][CH:3]=1.[NH:10]1[CH2:15][CH2:14][CH2:13][CH2:12][CH2:11]1, predict the reaction product. The product is: [I:1][C:2]1[CH:9]=[CH:8][C:5]([CH2:6][N:10]2[CH2:15][CH2:14][CH2:13][CH2:12][CH2:11]2)=[CH:4][CH:3]=1.